This data is from Full USPTO retrosynthesis dataset with 1.9M reactions from patents (1976-2016). The task is: Predict the reactants needed to synthesize the given product. (1) The reactants are: C(OC(=O)[NH:7][C@H:8]([C:10](=[O:21])[NH:11][CH:12]([C:15]1[CH:20]=[CH:19][CH:18]=[CH:17][N:16]=1)[CH2:13][OH:14])[CH3:9])(C)(C)C.Cl. Given the product [NH2:7][C@@H:8]([CH3:9])[C:10]([NH:11][CH:12]([C:15]1[CH:20]=[CH:19][CH:18]=[CH:17][N:16]=1)[CH2:13][OH:14])=[O:21], predict the reactants needed to synthesize it. (2) The reactants are: [NH2:1][C:2]1[CH:6]=[C:5]([Cl:7])[N:4]([C:8]2[CH:13]=[CH:12][C:11]([C:14]3[CH:19]=[CH:18][CH:17]=[C:16]([O:20][CH3:21])[C:15]=3[OH:22])=[CH:10][CH:9]=2)[C:3]=1[C:23]([O:25][CH2:26][CH3:27])=[O:24].[N:28]([C:31]1[CH:32]=[C:33]([CH:39]=[CH:40][CH:41]=1)[C:34]([O:36][CH2:37][CH3:38])=[O:35])=[C:29]=[O:30]. Given the product [Cl:7][C:5]1[N:4]([C:8]2[CH:13]=[CH:12][C:11]([C:14]3[CH:19]=[CH:18][CH:17]=[C:16]([O:20][CH3:21])[C:15]=3[OH:22])=[CH:10][CH:9]=2)[C:3]([C:23]([O:25][CH2:26][CH3:27])=[O:24])=[C:2]([NH:1][C:29]([NH:28][C:31]2[CH:41]=[CH:40][CH:39]=[C:33]([C:34]([O:36][CH2:37][CH3:38])=[O:35])[CH:32]=2)=[O:30])[CH:6]=1, predict the reactants needed to synthesize it. (3) Given the product [N:1]1[CH:6]=[CH:5][CH:4]=[CH:3][C:2]=1[CH2:7][O:8][C:12]1[CH:19]=[CH:18][C:15]([CH:16]=[O:17])=[CH:14][CH:13]=1, predict the reactants needed to synthesize it. The reactants are: [N:1]1[CH:6]=[CH:5][CH:4]=[CH:3][C:2]=1[CH2:7][OH:8].[H-].[Na+].F[C:12]1[CH:19]=[CH:18][C:15]([CH:16]=[O:17])=[CH:14][CH:13]=1. (4) Given the product [N+:18]([C:3]1[CH:4]=[N:5][C:6]2[C:11]([C:2]=1[NH:35][CH2:34][CH:31]1[CH2:32][CH2:33][N:28]([C:26]([O:25][C:21]([CH3:24])([CH3:23])[CH3:22])=[O:27])[CH2:29][CH2:30]1)=[CH:10][CH:9]=[C:8]([C:12]1[CH:17]=[CH:16][CH:15]=[CH:14][CH:13]=1)[CH:7]=2)([O-:20])=[O:19], predict the reactants needed to synthesize it. The reactants are: Cl[C:2]1[C:11]2[C:6](=[CH:7][C:8]([C:12]3[CH:17]=[CH:16][CH:15]=[CH:14][CH:13]=3)=[CH:9][CH:10]=2)[N:5]=[CH:4][C:3]=1[N+:18]([O-:20])=[O:19].[C:21]([O:25][C:26]([N:28]1[CH2:33][CH2:32][CH:31]([CH2:34][NH2:35])[CH2:30][CH2:29]1)=[O:27])([CH3:24])([CH3:23])[CH3:22]. (5) Given the product [NH2:19][C:12]1[CH:13]=[C:14]([O:24][CH3:23])[CH:15]=[CH:16][C:11]=1[C:10]([NH:9][C:6]1[CH:5]=[CH:4][C:3]([C:1]#[N:2])=[CH:8][CH:7]=1)=[O:22], predict the reactants needed to synthesize it. The reactants are: [C:1]([C:3]1[CH:8]=[CH:7][C:6]([NH:9][C:10](=[O:22])[C:11]2[CH:16]=[CH:15][CH:14]=[C:13](OC)[C:12]=2[N+:19]([O-])=O)=[CH:5][CH:4]=1)#[N:2].[CH:23]([O-])=[O:24].[NH4+]. (6) The reactants are: Cl[S:2]([C:5]1[CH:26]=[CH:25][C:8]([O:9][C:10]2[C:19]([S:20]([CH3:23])(=[O:22])=[O:21])=[CH:18][C:13]([C:14]([O:16][CH3:17])=[O:15])=[C:12]([CH3:24])[CH:11]=2)=[CH:7][C:6]=1[S:27]([F:32])([F:31])([F:30])([F:29])[F:28])(=[O:4])=[O:3].[O-]S([O-])=O.[Na+:37].[Na+].[OH-].[Na+].Cl. Given the product [CH3:23][S:20]([C:19]1[CH:18]=[C:13]([C:14]([O:16][CH3:17])=[O:15])[C:12]([CH3:24])=[CH:11][C:10]=1[O:9][C:8]1[CH:25]=[CH:26][C:5]([S:2]([O-:4])=[O:3])=[C:6]([S:27]([F:28])([F:29])([F:30])([F:32])[F:31])[CH:7]=1)(=[O:21])=[O:22].[Na+:37], predict the reactants needed to synthesize it. (7) Given the product [NH:1]1[C:2]2[CH:6]=[CH:5][S:4][C:3]=2[C:7](=[O:8])[O:9][C:10]1=[O:16], predict the reactants needed to synthesize it. The reactants are: [NH2:1][C:2]1[CH:6]=[CH:5][S:4][C:3]=1[C:7]([O:9][CH3:10])=[O:8].[OH-].[K+].ClC(Cl)([O:16]C(=O)OC(Cl)(Cl)Cl)Cl. (8) The reactants are: [CH2:1]([C@@:8]1([O:14][C@H:13]([CH2:15][O:16][C:17](=[O:22])[C:18]([CH3:21])([CH3:20])[CH3:19])[C:12](=[CH2:23])[C@@:10]1([CH2:24][O:25][CH3:26])[OH:11])[OH:9])[C:2]1[CH:7]=[CH:6][CH:5]=[CH:4][CH:3]=1.C12BC(CCC1)CCC2.[OH-:36].[Na+].OO. Given the product [CH2:1]([C@@:8]1([O:14][C@H:13]([CH2:15][O:16][C:17](=[O:22])[C:18]([CH3:21])([CH3:20])[CH3:19])[C@H:12]([CH2:23][OH:36])[C@@:10]1([CH2:24][O:25][CH3:26])[OH:11])[OH:9])[C:2]1[CH:3]=[CH:4][CH:5]=[CH:6][CH:7]=1, predict the reactants needed to synthesize it. (9) Given the product [Cl:1][C:2]1[CH:3]=[CH:4][C:5]([C:8]2[NH:13][C:12](=[O:14])[C:11]([C:15]([O:17][CH3:24])=[O:16])=[CH:10][C:9]=2[C:18]2[CH:19]=[CH:20][CH:21]=[CH:22][CH:23]=2)=[CH:6][CH:7]=1, predict the reactants needed to synthesize it. The reactants are: [Cl:1][C:2]1[CH:7]=[CH:6][C:5]([C:8]2[NH:13][C:12](=[O:14])[C:11]([C:15]([OH:17])=[O:16])=[CH:10][C:9]=2[C:18]2[CH:23]=[CH:22][CH:21]=[CH:20][CH:19]=2)=[CH:4][CH:3]=1.[CH3:24]O. (10) Given the product [CH3:19][CH:8]([CH3:18])[CH2:13][CH2:12][C:11]1[C:5](=[O:7])[CH2:6][CH2:9][CH:10]=1, predict the reactants needed to synthesize it. The reactants are: C(O[C:5](=[O:7])[CH3:6])(=O)C.[C:8]1([CH3:18])[CH:13]=[CH:12][C:11](S(O)(=O)=O)=[CH:10][CH:9]=1.[C:19]1(C)C=CC=CC=1.